This data is from Blood-brain barrier permeability classification from the B3DB database. The task is: Regression/Classification. Given a drug SMILES string, predict its absorption, distribution, metabolism, or excretion properties. Task type varies by dataset: regression for continuous measurements (e.g., permeability, clearance, half-life) or binary classification for categorical outcomes (e.g., BBB penetration, CYP inhibition). Dataset: b3db_classification. The drug is CCN(CC)CC(=O)OCC(=O)[C@@]1(O)CCC2C3CCC4=CC(=O)CC[C@]4(C)C3[C@@H](O)C[C@@]21C. The result is 1 (penetrates BBB).